From a dataset of Catalyst prediction with 721,799 reactions and 888 catalyst types from USPTO. Predict which catalyst facilitates the given reaction. (1) Reactant: Cl.Cl[CH2:3][CH2:4][N:5]1[CH2:9][CH2:8][CH2:7][CH2:6]1.[I:10][C:11]1[CH:12]=[C:13]2[C:17](=[CH:18][CH:19]=1)[NH:16][N:15]=[CH:14]2.C([O-])([O-])=O.[Cs+].[Cs+].O. Product: [I:10][C:11]1[CH:12]=[C:13]2[C:17](=[CH:18][CH:19]=1)[N:16]([CH2:3][CH2:4][N:5]1[CH2:9][CH2:8][CH2:7][CH2:6]1)[N:15]=[CH:14]2. The catalyst class is: 16. (2) Reactant: [OH-].[Li+].[NH2:3][C:4]1[N:9]=[C:8]([NH:10][CH2:11][CH2:12][CH2:13][N:14]2[CH:18]=[C:17]([C:19]3[CH:24]=[CH:23][C:22]([Cl:25])=[CH:21][C:20]=3[Cl:26])[CH:16]=[C:15]2[C:27]([O:29]CC2C=CC=CC=2)=[O:28])[CH:7]=[CH:6][C:5]=1[N+:37]([O-:39])=[O:38].Cl. Product: [NH2:3][C:4]1[N:9]=[C:8]([NH:10][CH2:11][CH2:12][CH2:13][N:14]2[CH:18]=[C:17]([C:19]3[CH:24]=[CH:23][C:22]([Cl:25])=[CH:21][C:20]=3[Cl:26])[CH:16]=[C:15]2[C:27]([OH:29])=[O:28])[CH:7]=[CH:6][C:5]=1[N+:37]([O-:39])=[O:38]. The catalyst class is: 20. (3) Reactant: Cl.Cl.[C:3]([C:7]1[CH:12]=[CH:11][CH:10]=[CH:9][C:8]=1[N:13]1[CH2:18][CH2:17][NH:16][CH2:15][CH2:14]1)([CH3:6])([CH3:5])[CH3:4].C(N(C(C)C)CC)(C)C.Cl.[N:29]1[CH:34]=[CH:33][CH:32]=[CH:31][C:30]=1[C:35](Cl)=[O:36]. The catalyst class is: 2. Product: [C:3]([C:7]1[CH:12]=[CH:11][CH:10]=[CH:9][C:8]=1[N:13]1[CH2:18][CH2:17][N:16]([C:35]([C:30]2[CH:31]=[CH:32][CH:33]=[CH:34][N:29]=2)=[O:36])[CH2:15][CH2:14]1)([CH3:6])([CH3:4])[CH3:5]. (4) Reactant: [CH3:1][N:2]1[C:15]2[CH:14]=[CH:13][C:12]([C:16]([O:18]CC)=[O:17])=[CH:11][C:10]=2[S:9](=[O:22])(=[O:21])[C:8]2[C:3]1=[CH:4][C:5]([CH:23]([C:31](=[O:39])[NH:32][C:33]1[CH:37]=[CH:36][N:35]([CH3:38])[N:34]=1)[CH2:24][CH:25]1[CH2:29][CH2:28][C:27](=[O:30])[CH2:26]1)=[CH:6][CH:7]=2.[OH-].[Na+]. Product: [CH3:1][N:2]1[C:15]2[CH:14]=[CH:13][C:12]([C:16]([OH:18])=[O:17])=[CH:11][C:10]=2[S:9](=[O:21])(=[O:22])[C:8]2[C:3]1=[CH:4][C:5]([CH:23]([C:31](=[O:39])[NH:32][C:33]1[CH:37]=[CH:36][N:35]([CH3:38])[N:34]=1)[CH2:24][CH:25]1[CH2:29][CH2:28][C:27](=[O:30])[CH2:26]1)=[CH:6][CH:7]=2. The catalyst class is: 5. (5) Reactant: [F:1][C:2]1[N:10]=[C:9]2[C:5]([N:6]=[C:7]([CH2:11][C:12]3[C:20]([I:21])=[CH:19][C:15]4[O:16][CH2:17][O:18][C:14]=4[CH:13]=3)[NH:8]2)=[C:4]([NH2:22])[N:3]=1.C1C=CC(COC(/N=N/C(OCC2C=CC=CC=2)=O)=O)=CC=1.C1(P(C2C=CC=CC=2)C2C=CC=CC=2)C=CC=CC=1.O[CH2:65][CH2:66][CH2:67][C:68](=[O:70])[CH3:69]. Product: [NH2:22][C:4]1[N:3]=[C:2]([F:1])[N:10]=[C:9]2[C:5]=1[N:6]=[C:7]([CH2:11][C:12]1[C:20]([I:21])=[CH:19][C:15]3[O:16][CH2:17][O:18][C:14]=3[CH:13]=1)[N:8]2[CH2:65][CH2:66][CH2:67][C:68](=[O:70])[CH3:69]. The catalyst class is: 390. (6) Reactant: [N:1]1[CH:6]=[CH:5][CH:4]=[C:3]([NH:7][C:8](=[O:14])[O:9][C:10]([CH3:13])([CH3:12])[CH3:11])[CH:2]=1.C([Li])(C)(C)C.[CH2:20]1[O:22][CH2:21]1.[Cl-].[NH4+]. Product: [OH:22][CH2:21][CH2:20][C:4]1[CH:5]=[CH:6][N:1]=[CH:2][C:3]=1[NH:7][C:8](=[O:14])[O:9][C:10]([CH3:11])([CH3:13])[CH3:12]. The catalyst class is: 7. (7) Reactant: Cl.[CH3:2][NH2:3].Cl[C:5]1[CH:10]=[C:9]([O:11][C:12]2[CH:13]=[C:14]3[C:19](=[CH:20][CH:21]=2)[C:18]([C:22]([OH:24])=[O:23])=[CH:17][CH:16]=[CH:15]3)[CH:8]=[CH:7][N:6]=1.CCOC(C)=O. Product: [CH3:2][NH:3][C:5]1[CH:10]=[C:9]([O:11][C:12]2[CH:13]=[C:14]3[C:19](=[CH:20][CH:21]=2)[C:18]([C:22]([OH:24])=[O:23])=[CH:17][CH:16]=[CH:15]3)[CH:8]=[CH:7][N:6]=1. The catalyst class is: 6.